Predict the reactants needed to synthesize the given product. From a dataset of Full USPTO retrosynthesis dataset with 1.9M reactions from patents (1976-2016). (1) Given the product [CH3:1][O:2][C:3](=[O:16])[C:4]1[C:9]([N+:10]([O-:12])=[O:11])=[CH:8][CH:7]=[CH:6][C:5]=1[C:13](=[O:15])[CH2:14][Br:17], predict the reactants needed to synthesize it. The reactants are: [CH3:1][O:2][C:3](=[O:16])[C:4]1[C:9]([N+:10]([O-:12])=[O:11])=[CH:8][CH:7]=[CH:6][C:5]=1[C:13](=[O:15])[CH3:14].[Br:17]C1(Br)C(=O)NC(=O)NC1=O.CCOC(C)=O. (2) The reactants are: Cl[C:2]1[C:3]2[C:4](=[CH:19][N:20](CC3C=CC(OC)=CC=3)[N:21]=2)[N:5]=[C:6]([C:8]2[CH:9]=[N:10][C:11]([N:14]3[CH2:18][CH2:17][CH2:16][CH2:15]3)=[CH:12][CH:13]=2)[N:7]=1.[CH3:31][O:32][C:33]1[CH:34]=[C:35]([CH:37]=[CH:38][C:39]=1[O:40][CH3:41])[NH2:36].Cl. Given the product [CH3:31][O:32][C:33]1[CH:34]=[C:35]([NH:36][C:2]2[C:3]3[NH:21][N:20]=[CH:19][C:4]=3[N:5]=[C:6]([C:8]3[CH:9]=[N:10][C:11]([N:14]4[CH2:15][CH2:16][CH2:17][CH2:18]4)=[CH:12][CH:13]=3)[N:7]=2)[CH:37]=[CH:38][C:39]=1[O:40][CH3:41], predict the reactants needed to synthesize it. (3) Given the product [C:13]([O:17][C:18]([C:20]1([CH3:1])[CH2:21][CH2:22][CH2:23][CH:24]=[CH:25][CH2:26][CH2:27]1)=[O:19])([CH3:16])([CH3:14])[CH3:15], predict the reactants needed to synthesize it. The reactants are: [CH:1](NC(C)C)(C)C.C([Li])CCC.[C:13]([O:17][C:18]([CH:20]1[CH2:27][CH2:26][CH2:25][CH:24]=[CH:23][CH2:22][CH2:21]1)=[O:19])([CH3:16])([CH3:15])[CH3:14].CI.Cl. (4) Given the product [C:49]([NH:19][C:16]1[C:17]2[N:18]=[C:2]([Br:1])[N:3]([C:12]=2[N:13]=[CH:14][N:15]=1)[C@@H:4]1[O:11][C@H:8]([CH2:9][O:10][C:28]([C:29]2[CH:34]=[CH:33][CH:32]=[CH:31][CH:30]=2)([C:35]2[CH:40]=[CH:39][C:38]([O:41][CH3:42])=[CH:37][CH:36]=2)[C:25]2[CH:26]=[CH:27][C:22]([O:21][CH3:20])=[CH:23][CH:24]=2)[C@@H:6]([OH:7])[CH2:5]1)(=[O:56])[C:50]1[CH:55]=[CH:54][CH:53]=[CH:52][CH:51]=1, predict the reactants needed to synthesize it. The reactants are: [Br:1][C:2]1[N:3]([C:12]2[N:13]=[CH:14][N:15]=[C:16]([NH2:19])[C:17]=2[N:18]=1)[C@@H:4]1[O:11][C@H:8]([CH2:9][OH:10])[C@@H:6]([OH:7])[CH2:5]1.[CH3:20][O:21][C:22]1[CH:27]=[CH:26][C:25]([C:28](Cl)([C:35]2[CH:40]=[CH:39][C:38]([O:41][CH3:42])=[CH:37][CH:36]=2)[C:29]2[CH:34]=[CH:33][CH:32]=[CH:31][CH:30]=2)=[CH:24][CH:23]=1.C[Si](C)(C)Cl.[C:49](Cl)(=[O:56])[C:50]1[CH:55]=[CH:54][CH:53]=[CH:52][CH:51]=1. (5) The reactants are: CO[C:3]([C:5]1[S:6][C:7]([Br:15])=[CH:8][C:9]=1[N:10]=[CH:11][N:12]([CH3:14])C)=[O:4].[CH3:16][N:17]1[CH2:23][CH2:22][CH2:21][N:20]([C:24]2[CH:29]=[CH:28]C(N)=[CH:26][CH:25]=2)[CH2:19][CH2:18]1. Given the product [Br:15][C:7]1[S:6][C:5]2[C:3](=[O:4])[N:12]([C:14]3[CH:28]=[CH:29][C:24]([N:20]4[CH2:21][CH2:22][CH2:23][N:17]([CH3:16])[CH2:18][CH2:19]4)=[CH:25][CH:26]=3)[CH:11]=[N:10][C:9]=2[CH:8]=1, predict the reactants needed to synthesize it. (6) Given the product [CH3:33][O:32][C:24]1[C:13]2[C:14]3[C:20]([C@@H:9]([NH:8][C:6]([C:5]4[CH:4]=[C:3]([CH:36]=[CH:35][CH:34]=4)[CH2:2][O:1][S:38]([CH3:37])(=[O:40])=[O:39])=[O:7])[CH2:10][CH2:11][C:12]=2[CH:27]=[C:26]([O:28][CH3:29])[C:25]=1[O:30][CH3:31])=[CH:19][C:18](=[O:21])[C:17]([S:22][CH3:23])=[CH:16][CH:15]=3, predict the reactants needed to synthesize it. The reactants are: [OH:1][CH2:2][C:3]1[CH:4]=[C:5]([CH:34]=[CH:35][CH:36]=1)[C:6]([NH:8][C@@H:9]1[C:20]2[C:14](=[CH:15][CH:16]=[C:17]([S:22][CH3:23])[C:18](=[O:21])[CH:19]=2)[C:13]2[C:24]([O:32][CH3:33])=[C:25]([O:30][CH3:31])[C:26]([O:28][CH3:29])=[CH:27][C:12]=2[CH2:11][CH2:10]1)=[O:7].[CH3:37][S:38](Cl)(=[O:40])=[O:39].C(N(CC)CC)C. (7) Given the product [CH3:10][O:11][C:12]1[CH:13]=[C:14]([CH:17]=[CH:18][CH:19]=1)[CH2:15][N:16]1[C:6]([CH3:8])=[CH:7][C:2]([OH:1])=[CH:3][C:4]1=[O:9], predict the reactants needed to synthesize it. The reactants are: [OH:1][C:2]1[CH:7]=[C:6]([CH3:8])O[C:4](=[O:9])[CH:3]=1.[CH3:10][O:11][C:12]1[CH:13]=[C:14]([CH:17]=[CH:18][CH:19]=1)[CH2:15][NH2:16].